From a dataset of Forward reaction prediction with 1.9M reactions from USPTO patents (1976-2016). Predict the product of the given reaction. (1) Given the reactants [Cl:1][C:2]1[CH:3]=[CH:4][C:5]([N:15]2[CH:19]=[C:18]([C:20]([F:23])([F:22])[F:21])[N:17]=[N:16]2)=[C:6]([C:8]2[N:13]=[CH:12][N:11]=[C:10]([OH:14])[CH:9]=2)[CH:7]=1.CN(C(ON1N=NC2C=CC=NC1=2)=[N+](C)C)C.F[P-](F)(F)(F)(F)F.C1CCN2C(=NCCC2)CC1.N[C@@H:60]1[C:77]2[CH:78]=[C:73]([CH:74]=[CH:75][CH:76]=2)[C:72]2[N:71]=[CH:70][C:69]([O:79][CH3:80])=[CH:68][C:67]=2[NH:66][C:65](=[O:81])[C@H:64]([CH3:82])[CH2:63][CH2:62][CH2:61]1, predict the reaction product. The product is: [Cl:1][C:2]1[CH:3]=[CH:4][C:5]([N:15]2[CH:19]=[C:18]([C:20]([F:21])([F:23])[F:22])[N:17]=[N:16]2)=[C:6]([C:8]2[N:13]=[CH:12][N:11]([C@@H:60]3[C:77]4[CH:78]=[C:73]([CH:74]=[CH:75][CH:76]=4)[C:72]4[N:71]=[CH:70][C:69]([O:79][CH3:80])=[CH:68][C:67]=4[NH:66][C:65](=[O:81])[C@H:64]([CH3:82])[CH2:63][CH2:62][CH2:61]3)[C:10](=[O:14])[CH:9]=2)[CH:7]=1. (2) The product is: [CH3:25][C:4]1[CH:5]=[C:6]([NH:8][C:9]([CH2:11][C:12]2[CH:17]=[CH:16][C:15]([O:18][C:19]([CH3:20])([CH3:21])[C:22]([NH:31][CH:30]([CH3:32])[C:29]([OH:28])=[O:33])=[O:23])=[CH:14][CH:13]=2)=[O:10])[CH:7]=[C:2]([CH3:1])[CH:3]=1. Given the reactants [CH3:1][C:2]1[CH:3]=[C:4]([CH3:25])[CH:5]=[C:6]([NH:8][C:9]([CH2:11][C:12]2[CH:13]=[CH:14][C:15]([O:18][C:19]([C:22](O)=[O:23])([CH3:21])[CH3:20])=[CH:16][CH:17]=2)=[O:10])[CH:7]=1.Cl.C[O:28][C:29](=[O:33])[C@H:30]([CH3:32])[NH2:31].O.ON1C2C=CC=CC=2N=N1.CN1CCOCC1.Cl.CN(C)CCCN=C=NCC.CC1C=C(C=C(C)C=1)NC(CC1C=CC(OC(C)(CC)C(O)=O)=CC=1)=O, predict the reaction product. (3) Given the reactants [N+:1]([C:4]1[CH:12]=[CH:11][CH:10]=[C:9]2[C:5]=1[CH:6]([CH2:14][C:15]([O:17][CH2:18][CH3:19])=[O:16])[C:7](=[O:13])[NH:8]2)([O-])=O, predict the reaction product. The product is: [NH2:1][C:4]1[CH:12]=[CH:11][CH:10]=[C:9]2[C:5]=1[CH:6]([CH2:14][C:15]([O:17][CH2:18][CH3:19])=[O:16])[C:7](=[O:13])[NH:8]2. (4) Given the reactants [CH:1]([S:4][C:5]1[S:9][C:8]([C:10]([O:12][CH2:13][CH3:14])=[O:11])=[C:7]2[CH2:15][CH2:16][CH2:17][C:18](=[O:19])[C:6]=12)([CH3:3])[CH3:2].[Br:20]Br.O, predict the reaction product. The product is: [Br:20][CH:17]1[CH2:16][CH2:15][C:7]2=[C:8]([C:10]([O:12][CH2:13][CH3:14])=[O:11])[S:9][C:5]([S:4][CH:1]([CH3:2])[CH3:3])=[C:6]2[C:18]1=[O:19]. (5) The product is: [O:22]1[CH2:26][CH2:25][CH:24]([CH2:27][NH:28][C:13]([C:10]2[CH:9]=[C:8]([CH2:7][O:6][CH2:5][C:4]3[CH:16]=[C:17]([F:20])[C:18]([F:19])=[C:2]([F:1])[CH:3]=3)[O:12][N:11]=2)=[O:15])[CH2:23]1. Given the reactants [F:1][C:2]1[CH:3]=[C:4]([CH:16]=[C:17]([F:20])[C:18]=1[F:19])[CH2:5][O:6][CH2:7][C:8]1[O:12][N:11]=[C:10]([C:13]([OH:15])=O)[CH:9]=1.Cl.[O:22]1[CH2:26][CH2:25][CH:24]([CH2:27][NH2:28])[CH2:23]1.C(N(CC)CC)C.ON1C2C=CC=CC=2N=N1.Cl.C(N=C=NCCCN(C)C)C, predict the reaction product.